Dataset: Catalyst prediction with 721,799 reactions and 888 catalyst types from USPTO. Task: Predict which catalyst facilitates the given reaction. (1) Reactant: C(Cl)(=O)C(Cl)=O.C(Cl)Cl.[OH:10][CH2:11][C@@H:12]1[CH2:21][CH2:20][C:19]2[CH:18]=[C:17]([C@H:22]3[CH2:31][CH2:30][C@@:24]4([NH:28][C:27](=[O:29])[O:26][CH2:25]4)[CH2:23]3)[CH:16]=[CH:15][C:14]=2[CH2:13]1.C(N(CC)CC)C. Product: [O:29]=[C:27]1[O:26][CH2:25][C@:24]2([CH2:30][CH2:31][C@H:22]([C:17]3[CH:18]=[C:19]4[C:14](=[CH:15][CH:16]=3)[CH2:13][C@H:12]([CH:11]=[O:10])[CH2:21][CH2:20]4)[CH2:23]2)[NH:28]1. The catalyst class is: 583. (2) Reactant: [NH2:1][C:2]1[N:10]=[C:9]([F:11])[N:8]=[C:7]2[C:3]=1[N:4]=[C:5]([CH2:17][C:18]1[C:26]([I:27])=[CH:25][C:21]3[O:22][CH2:23][O:24][C:20]=3[CH:19]=1)[N:6]2[CH2:12][CH2:13][C:14](=[O:16])[CH3:15].[BH4-].[Na+]. Product: [NH2:1][C:2]1[N:10]=[C:9]([F:11])[N:8]=[C:7]2[C:3]=1[N:4]=[C:5]([CH2:17][C:18]1[C:26]([I:27])=[CH:25][C:21]3[O:22][CH2:23][O:24][C:20]=3[CH:19]=1)[N:6]2[CH2:12][CH2:13][CH:14]([OH:16])[CH3:15]. The catalyst class is: 5.